Dataset: Forward reaction prediction with 1.9M reactions from USPTO patents (1976-2016). Task: Predict the product of the given reaction. (1) Given the reactants [C:1]([O:5][C:6](=[O:31])[CH2:7][O:8][C:9]1[CH:14]=[CH:13][C:12]([Cl:15])=[CH:11][C:10]=1[C:16]#[C:17]C1C=C(S(CCC)(=O)=O)C=CC=1F)([CH3:4])([CH3:3])[CH3:2].C(OC(=O)COC1C=CC(Cl)=CC=1C#C)(C)(C)C.Br[C:51]1[CH:56]=[CH:55][C:54]([C:57]2[CH:62]=[CH:61][C:60]([C:63]([F:66])([F:65])[F:64])=[CH:59][CH:58]=2)=[C:53]([S:67]([CH3:70])(=[O:69])=[O:68])[CH:52]=1, predict the reaction product. The product is: [C:1]([O:5][C:6](=[O:31])[CH2:7][O:8][C:9]1[CH:14]=[CH:13][C:12]([Cl:15])=[CH:11][C:10]=1[C:16]#[C:17][C:51]1[CH:56]=[CH:55][C:54]([C:57]2[CH:58]=[CH:59][C:60]([C:63]([F:66])([F:64])[F:65])=[CH:61][CH:62]=2)=[C:53]([S:67]([CH3:70])(=[O:68])=[O:69])[CH:52]=1)([CH3:3])([CH3:4])[CH3:2]. (2) Given the reactants [CH3:1][N:2]1[CH:6]=[CH:5][CH:4]=[C:3]1[C:7]#[N:8].[N+:9]([O-])([OH:11])=[O:10], predict the reaction product. The product is: [N+:9]([C:6]1[N:2]([CH3:1])[C:3]([C:7]#[N:8])=[CH:4][CH:5]=1)([O-:11])=[O:10]. (3) Given the reactants C([S:4][C@@H:5]([CH:31]1[CH2:36][CH2:35][O:34][CH2:33][CH2:32]1)[C:6]([NH:8][C:9]1([C:14]([NH:16][C@H:17]([C:28]([OH:30])=[O:29])[CH2:18][C:19]2[C:27]3[C:22](=[CH:23][CH:24]=[CH:25][CH:26]=3)[NH:21][CH:20]=2)=[O:15])[CH2:13][CH2:12][CH2:11][CH2:10]1)=[O:7])(=O)C.[OH-].[Na+].Cl, predict the reaction product. The product is: [SH:4][C@@H:5]([CH:31]1[CH2:32][CH2:33][O:34][CH2:35][CH2:36]1)[C:6]([NH:8][C:9]1([C:14]([NH:16][C@H:17]([C:28]([OH:30])=[O:29])[CH2:18][C:19]2[C:27]3[C:22](=[CH:23][CH:24]=[CH:25][CH:26]=3)[NH:21][CH:20]=2)=[O:15])[CH2:13][CH2:12][CH2:11][CH2:10]1)=[O:7]. (4) Given the reactants [CH:1]([O:4][C:5]([N:7]1[CH2:11][CH2:10][CH:9]([O:12][C@@H:13]([C:15]([OH:17])=O)[CH3:14])[CH2:8]1)=[O:6])([CH3:3])[CH3:2].CC[N:20]=C=NCCCN(C)C.C1C=CC2N(O)N=NC=2C=1.N, predict the reaction product. The product is: [CH:1]([O:4][C:5]([N:7]1[CH2:11][CH2:10][CH:9]([O:12][C@@H:13]([C:15](=[O:17])[NH2:20])[CH3:14])[CH2:8]1)=[O:6])([CH3:3])[CH3:2].